This data is from Forward reaction prediction with 1.9M reactions from USPTO patents (1976-2016). The task is: Predict the product of the given reaction. (1) Given the reactants Br[C:2]1[CH:7]=[C:6]([F:8])[CH:5]=[CH:4][C:3]=1[S:9]([CH3:12])(=[O:11])=[O:10].B1(B2OC(C)(C)C(C)(C)O2)OC(C)(C)C(C)(C)O1.C([O-])(=O)C.[K+].Cl[C:37]1[N:42]=[C:41]([N:43]2[CH2:48][CH2:47][O:46][CH2:45][C@@H:44]2[CH3:49])[N:40]=[C:39]([C:50]2[CH:55]=[CH:54][C:53]([NH:56][C:57]([NH:59][CH2:60][CH3:61])=[O:58])=[CH:52][CH:51]=2)[CH:38]=1.C(=O)([O-])[O-].[Na+].[Na+], predict the reaction product. The product is: [CH2:60]([NH:59][C:57]([NH:56][C:53]1[CH:54]=[CH:55][C:50]([C:39]2[CH:38]=[C:37]([C:2]3[CH:7]=[C:6]([F:8])[CH:5]=[CH:4][C:3]=3[S:9]([CH3:12])(=[O:11])=[O:10])[N:42]=[C:41]([N:43]3[CH2:48][CH2:47][O:46][CH2:45][C@@H:44]3[CH3:49])[N:40]=2)=[CH:51][CH:52]=1)=[O:58])[CH3:61]. (2) Given the reactants CO[C:3](=[O:24])[C:4]1[CH:9]=[CH:8][C:7]([O:10][CH2:11][C:12]2[C:13]([CH:18]3[CH2:23][CH2:22][O:21][CH2:20][CH2:19]3)=[N:14][O:15][C:16]=2[CH3:17])=[N:6][CH:5]=1.COC(=O)C1C=CC(OC[C:36]2[C:37]([CH:42]3CCCCC3)=[N:38]OC=2C)=NC=1, predict the reaction product. The product is: [CH:37]([NH:38][C:3](=[O:24])[C:4]1[CH:9]=[CH:8][C:7]([O:10][CH2:11][C:12]2[C:13]([CH:18]3[CH2:19][CH2:20][O:21][CH2:22][CH2:23]3)=[N:14][O:15][C:16]=2[CH3:17])=[N:6][CH:5]=1)([CH3:42])[CH3:36].